The task is: Predict which catalyst facilitates the given reaction.. This data is from Catalyst prediction with 721,799 reactions and 888 catalyst types from USPTO. (1) Reactant: [CH2:1]([S:8]([NH:11][C:12]([CH:14]1[CH2:17][N:16](C(OC(C)(C)C)=O)[CH2:15]1)=[O:13])(=[O:10])=[O:9])[C:2]1[CH:7]=[CH:6][CH:5]=[CH:4][CH:3]=1.C(O)(C(F)(F)F)=O. Product: [CH2:1]([S:8]([NH:11][C:12]([CH:14]1[CH2:15][NH:16][CH2:17]1)=[O:13])(=[O:9])=[O:10])[C:2]1[CH:3]=[CH:4][CH:5]=[CH:6][CH:7]=1. The catalyst class is: 2. (2) Reactant: [H-].[H-].[H-].[H-].[Li+].[Al+3].[CH:7]1([C:12]2[CH:23]=[CH:22][C:15]([C:16](OC(C)C)=[O:17])=[CH:14][CH:13]=2)[CH2:11][CH2:10][CH2:9][CH2:8]1.O.[OH-].[K+]. Product: [CH:7]1([C:12]2[CH:13]=[CH:14][C:15]([CH2:16][OH:17])=[CH:22][CH:23]=2)[CH2:8][CH2:9][CH2:10][CH2:11]1. The catalyst class is: 1. (3) Reactant: [CH3:1][C:2]1[N:3]=[C:4]([C:12]2[CH:17]=[CH:16][C:15]([CH3:18])=[CH:14][CH:13]=2)[S:5][C:6]=1[C:7]([O:9]CC)=[O:8].[OH-].[Na+]. Product: [CH3:1][C:2]1[N:3]=[C:4]([C:12]2[CH:17]=[CH:16][C:15]([CH3:18])=[CH:14][CH:13]=2)[S:5][C:6]=1[C:7]([OH:9])=[O:8]. The catalyst class is: 97. (4) Reactant: C(OC([N:8]1[CH2:13][CH2:12][N:11]([CH2:14][C:15]2[C:20]([F:21])=[CH:19][C:18]([C:22]3[C:30]4[O:29][C:28]([NH:31][C:32]5[CH:37]=[CH:36][C:35]([C:38](=[O:44])[N:39]([CH2:42][CH3:43])[CH2:40][CH3:41])=[C:34]([CH3:45])[CH:33]=5)=[N:27][C:26]=4[CH:25]=[CH:24][CH:23]=3)=[CH:17][C:16]=2[F:46])[CH2:10][CH2:9]1)=O)(C)(C)C.FC(F)(F)C(O)=O. Product: [F:21][C:20]1[CH:19]=[C:18]([C:22]2[C:30]3[O:29][C:28]([NH:31][C:32]4[CH:37]=[CH:36][C:35]([C:38]([N:39]([CH2:40][CH3:41])[CH2:42][CH3:43])=[O:44])=[C:34]([CH3:45])[CH:33]=4)=[N:27][C:26]=3[CH:25]=[CH:24][CH:23]=2)[CH:17]=[C:16]([F:46])[C:15]=1[CH2:14][N:11]1[CH2:12][CH2:13][NH:8][CH2:9][CH2:10]1. The catalyst class is: 4.